From a dataset of Forward reaction prediction with 1.9M reactions from USPTO patents (1976-2016). Predict the product of the given reaction. (1) Given the reactants [F:1][C:2]([F:27])([F:26])[C:3]1[CH:4]=[C:5]([CH:13]2[CH2:18][CH2:17][CH2:16][N:15]([CH2:19][C@H:20]([OH:25])[C:21]([F:24])([F:23])[F:22])[CH2:14]2)[CH:6]=[C:7]([C:9]([F:12])([F:11])[F:10])[CH:8]=1.[Cl:28][C:29]1[CH:34]=[CH:33][C:32]([N:35]=[C:36]=[O:37])=[CH:31][CH:30]=1, predict the reaction product. The product is: [F:27][C:2]([F:26])([F:1])[C:3]1[CH:4]=[C:5]([C@H:13]2[CH2:18][CH2:17][CH2:16][N:15]([CH2:19][C@H:20]([O:25][C:36](=[O:37])[NH:35][C:32]3[CH:33]=[CH:34][C:29]([Cl:28])=[CH:30][CH:31]=3)[C:21]([F:24])([F:23])[F:22])[CH2:14]2)[CH:6]=[C:7]([C:9]([F:10])([F:11])[F:12])[CH:8]=1. (2) Given the reactants [CH3:1][NH:2][C:3]1[CH:8]=[CH:7][N:6]=[C:5]([NH2:9])[CH:4]=1.Br[CH2:11][C:12]([C:14]1[CH:19]=[CH:18][C:17]([S:20][CH3:21])=[CH:16][CH:15]=1)=O, predict the reaction product. The product is: [CH3:1][NH:2][C:3]1[CH:8]=[CH:7][N:6]2[CH:11]=[C:12]([C:14]3[CH:19]=[CH:18][C:17]([S:20][CH3:21])=[CH:16][CH:15]=3)[N:9]=[C:5]2[CH:4]=1. (3) Given the reactants [CH3:1][C:2]1[C:6]2[CH:7]=[CH:8][CH:9]=[CH:10][C:5]=2[O:4][C:3]=1[C:11](=[O:13])[CH3:12].CO[CH:16](OC)[N:17]([CH3:19])[CH3:18], predict the reaction product. The product is: [CH3:16][N:17]([CH3:19])/[CH:18]=[CH:12]/[C:11]([C:3]1[O:4][C:5]2[CH:10]=[CH:9][CH:8]=[CH:7][C:6]=2[C:2]=1[CH3:1])=[O:13]. (4) The product is: [Cl:18][C:4]1[C:3]([Cl:19])=[C:2]([B:36]2[O:40][C:39]([CH3:42])([CH3:41])[C:38]([CH3:44])([CH3:43])[O:37]2)[CH:17]=[CH:16][C:5]=1[O:6][CH2:7][CH2:8][N:9]1[CH2:14][CH2:13][N:12]([CH3:15])[CH2:11][CH2:10]1. Given the reactants Br[C:2]1[CH:17]=[CH:16][C:5]([O:6][CH2:7][CH2:8][N:9]2[CH2:14][CH2:13][N:12]([CH3:15])[CH2:11][CH2:10]2)=[C:4]([Cl:18])[C:3]=1[Cl:19].C(=O)=O.CC(C)=O.[Li]CCCC.C(O[B:36]1[O:40][C:39]([CH3:42])([CH3:41])[C:38]([CH3:44])([CH3:43])[O:37]1)(C)C, predict the reaction product. (5) Given the reactants C1C(=O)N([Br:8])C(=O)C1.[CH3:9][Si:10]([CH3:59])([CH3:58])[CH2:11][CH2:12][O:13][CH2:14][N:15]([CH2:50][O:51][CH2:52][CH2:53][Si:54]([CH3:57])([CH3:56])[CH3:55])[C:16]1[N:21]2[N:22]=[CH:23][C:24]([C:25]3[CH:26]=[N:27][C:28]4[C:33]([CH:34]=3)=[CH:32][C:31]([F:35])=[CH:30][CH:29]=4)=[C:20]2[N:19]=[C:18]([NH:36][CH:37]2[CH2:42][CH2:41][N:40]([C:43]([O:45][C:46]([CH3:49])([CH3:48])[CH3:47])=[O:44])[CH2:39][CH2:38]2)[CH:17]=1, predict the reaction product. The product is: [CH3:57][Si:54]([CH3:56])([CH3:55])[CH2:53][CH2:52][O:51][CH2:50][N:15]([CH2:14][O:13][CH2:12][CH2:11][Si:10]([CH3:9])([CH3:58])[CH3:59])[C:16]1[N:21]2[N:22]=[CH:23][C:24]([C:25]3[CH:26]=[N:27][C:28]4[C:33]([CH:34]=3)=[CH:32][C:31]([F:35])=[CH:30][CH:29]=4)=[C:20]2[N:19]=[C:18]([NH:36][CH:37]2[CH2:42][CH2:41][N:40]([C:43]([O:45][C:46]([CH3:49])([CH3:48])[CH3:47])=[O:44])[CH2:39][CH2:38]2)[C:17]=1[Br:8].